This data is from Catalyst prediction with 721,799 reactions and 888 catalyst types from USPTO. The task is: Predict which catalyst facilitates the given reaction. (1) Reactant: [Cl:1][C:2]1[CH:3]=[C:4]([C:8]2[CH:13]=[C:12]([O:14][CH3:15])[C:11]([C:16]3[C:25]4[C:20](=[CH:21][C:22]([S:26]([N:29]([C:39]5[CH:43]=[CH:42][O:41][N:40]=5)[CH2:30][C:31]5[CH:36]=[CH:35][C:34]([O:37][CH3:38])=[CH:33][CH:32]=5)(=[O:28])=[O:27])=[CH:23][CH:24]=4)[C:19](=[O:44])[NH:18][CH:17]=3)=[CH:10][C:9]=2[F:45])[CH:5]=[CH:6][CH:7]=1.[C:46](=O)([O-])[O-].[K+].[K+].CN(C=O)C.IC. Product: [Cl:1][C:2]1[CH:3]=[C:4]([C:8]2[CH:13]=[C:12]([O:14][CH3:15])[C:11]([C:16]3[C:25]4[C:20](=[CH:21][C:22]([S:26]([N:29]([C:39]5[CH:43]=[CH:42][O:41][N:40]=5)[CH2:30][C:31]5[CH:36]=[CH:35][C:34]([O:37][CH3:38])=[CH:33][CH:32]=5)(=[O:27])=[O:28])=[CH:23][CH:24]=4)[C:19](=[O:44])[N:18]([CH3:46])[CH:17]=3)=[CH:10][C:9]=2[F:45])[CH:5]=[CH:6][CH:7]=1. The catalyst class is: 13. (2) Product: [Br:1][C:2]1[CH:7]=[C:6]([N+:10]([O-:12])=[O:11])[CH:5]=[C:4]([Br:8])[N:3]=1. Reactant: [Br:1][C:2]1[CH:7]=[CH:6][CH:5]=[C:4]([Br:8])[N+:3]=1[O-].[N+:10]([O-])([OH:12])=[O:11].P(Br)(Br)Br.C([O-])(O)=O.[Na+]. The catalyst class is: 82.